Dataset: Reaction yield outcomes from USPTO patents with 853,638 reactions. Task: Predict the reaction yield, written as a fraction of the theoretical maximum amount of product (1.0 means a 100% yield; for example, 0.34 means a 34% yield). (1) The reactants are [CH2:1]1[O:11][C:10]2[C:3](=[C:4]([CH:7]=[CH:8][CH:9]=2)[CH:5]=[O:6])[O:2]1.C(=O)([O-])[O-:13].[K+].[K+].OO. The catalyst is CO. The product is [CH2:1]1[O:11][C:10]2[C:3](=[C:4]([CH:7]=[CH:8][CH:9]=2)[C:5]([OH:13])=[O:6])[O:2]1. The yield is 0.960. (2) The reactants are [C:1]([CH:3]1[C:16]2[CH:15]=[CH:14][CH:13]=[CH:12][C:11]=2[CH2:10][C:9]2[C:4]1=[CH:5][CH:6]=[CH:7][CH:8]=2)#[N:2].[O-]CC.[Na+].Br[CH2:22][C:23]([O:25][CH2:26][CH3:27])=[O:24]. The catalyst is CCO. The product is [CH2:26]([O:25][C:23](=[O:24])[CH2:22][C:3]1([C:1]#[N:2])[C:4]2[CH:5]=[CH:6][CH:7]=[CH:8][C:9]=2[CH2:10][C:11]2[C:16]1=[CH:15][CH:14]=[CH:13][CH:12]=2)[CH3:27]. The yield is 0.700.